This data is from Full USPTO retrosynthesis dataset with 1.9M reactions from patents (1976-2016). The task is: Predict the reactants needed to synthesize the given product. (1) Given the product [Cl:1][C:2]1[CH:11]=[C:10]([N+:12]([O-:14])=[O:13])[CH:9]=[CH:8][C:3]=1[CH2:4][OH:5], predict the reactants needed to synthesize it. The reactants are: [Cl:1][C:2]1[CH:11]=[C:10]([N+:12]([O-:14])=[O:13])[CH:9]=[CH:8][C:3]=1[C:4](OC)=[O:5].CC(C)C[AlH]CC(C)C. (2) Given the product [Br:1][C:2]1[CH:7]=[CH:6][C:5]([CH2:8][CH:10]2[CH2:11][CH2:12]2)=[CH:4][CH:3]=1, predict the reactants needed to synthesize it. The reactants are: [Br:1][C:2]1[CH:7]=[CH:6][C:5]([CH:8]([CH:10]2[CH2:12][CH2:11]2)O)=[CH:4][CH:3]=1.C([SiH](CC)CC)C. (3) Given the product [CH3:1][CH2:2][C:3]1[CH:8]=[CH:7][C:6]([C:9]([CH:11]([CH2:13][N:14]2[CH2:19][CH2:18][CH2:17][CH2:16][CH2:15]2)[CH3:12])=[O:10])=[CH:5][CH:4]=1, predict the reactants needed to synthesize it. The reactants are: [CH3:1][CH2:2][C:3]1[CH:8]=[CH:7][C:6]([C:9]([CH:11]([CH2:13][N:14]2[CH2:19][CH2:18][CH2:17][CH2:16][CH2:15]2)[CH3:12])=[O:10])=[CH:5][CH:4]=1.Cl.C(=O)(O)[O-].[Na+].